Dataset: Catalyst prediction with 721,799 reactions and 888 catalyst types from USPTO. Task: Predict which catalyst facilitates the given reaction. (1) Reactant: [F:1][C:2]1[CH:7]=[CH:6][C:5]([C:8](=[O:17])[CH2:9][C:10](=O)[C:11]([O:13][CH2:14][CH3:15])=[O:12])=[CH:4][CH:3]=1.Cl.O[NH2:20]. Product: [F:1][C:2]1[CH:7]=[CH:6][C:5]([C:8]2[O:17][N:20]=[C:10]([C:11]([O:13][CH2:14][CH3:15])=[O:12])[CH:9]=2)=[CH:4][CH:3]=1. The catalyst class is: 8. (2) Reactant: C([Mg]Cl)(C)C.I[C:7]1[CH:12]=[C:11]([S:13][CH3:14])[N:10]=[CH:9][N:8]=1.[CH2:15]([Sn:19](Cl)([CH2:24][CH2:25][CH2:26][CH3:27])[CH2:20][CH2:21][CH2:22][CH3:23])[CH2:16][CH2:17][CH3:18]. Product: [CH3:14][S:13][C:11]1[CH:12]=[C:7]([Sn:19]([CH2:20][CH2:21][CH2:22][CH3:23])([CH2:24][CH2:25][CH2:26][CH3:27])[CH2:15][CH2:16][CH2:17][CH3:18])[N:8]=[CH:9][N:10]=1. The catalyst class is: 1.